This data is from Forward reaction prediction with 1.9M reactions from USPTO patents (1976-2016). The task is: Predict the product of the given reaction. (1) Given the reactants C([BH3-])#N.[Na+].[CH:5]1([N:11]2[C:15]([CH2:16][O:17][CH3:18])=[C:14]([C:19]3[O:23][N:22]=[C:21]([C:24]4[CH:31]=[CH:30][C:27]([CH:28]=O)=[CH:26][CH:25]=4)[N:20]=3)[CH:13]=[N:12]2)[CH2:10][CH2:9][CH2:8][CH2:7][CH2:6]1.[CH:32]([NH2:35])([CH3:34])[CH3:33].C(O)(=O)C, predict the reaction product. The product is: [CH:5]1([N:11]2[C:15]([CH2:16][O:17][CH3:18])=[C:14]([C:19]3[O:23][N:22]=[C:21]([C:24]4[CH:25]=[CH:26][C:27]([CH2:28][NH:35][CH:32]([CH3:34])[CH3:33])=[CH:30][CH:31]=4)[N:20]=3)[CH:13]=[N:12]2)[CH2:6][CH2:7][CH2:8][CH2:9][CH2:10]1. (2) Given the reactants [ClH:1].[NH2:2][C:3]1[N:8]=[CH:7][C:6](/[CH:9]=[CH:10]/[C:11](O)=[O:12])=[CH:5][C:4]=1[CH2:14][N:15]1[CH2:20][CH2:19][CH:18]([CH2:21][C:22]2[CH:27]=CC=[CH:24][CH:23]=2)[CH2:17][CH2:16]1.Cl.[CH3:29][N:30]1[CH2:36][C:35]2[CH:37]=[C:38](/[CH:41]=[CH:42]/[C:43](O)=O)C=N[C:34]=2[NH:33][C:32](=O)[CH2:31]1.CN[CH2:49][C:50]1N(C)C2C(C=1)=CC=CC=2.CNCC1C=CC2C(=CC=CC=2)C=1CCC, predict the reaction product. The product is: [ClH:1].[NH2:2][C:3]1[N:8]=[CH:7][C:6](/[CH:9]=[CH:10]/[C:11]([N:33]([CH3:34])[CH2:32][C:31]2[N:30]([CH3:29])[C:36]3[C:42]([CH:43]=2)=[CH:41][CH:38]=[CH:37][CH:35]=3)=[O:12])=[CH:5][C:4]=1[CH2:14][N:15]1[CH2:20][CH2:19][CH:18]([CH2:21][C:22]2[CH:23]=[CH:24][CH:50]=[CH:49][CH:27]=2)[CH2:17][CH2:16]1. (3) Given the reactants Cl[CH2:2][C:3]1[N:4]=[C:5]([C:18]2[CH:23]=[CH:22][C:21]([Cl:24])=[CH:20][CH:19]=2)[N:6]([C:8]2[CH:13]=[CH:12][C:11]([S:14]([CH3:17])(=[O:16])=[O:15])=[CH:10][CH:9]=2)[CH:7]=1.[Cl:25][C:26]1[CH:31]=[CH:30][CH:29]=[C:28]([Cl:32])[C:27]=1[SH:33].CN(C)C=O.C(=O)([O-])[O-].[K+].[K+], predict the reaction product. The product is: [Cl:24][C:21]1[CH:22]=[CH:23][C:18]([C:5]2[N:6]([C:8]3[CH:13]=[CH:12][C:11]([S:14]([CH3:17])(=[O:15])=[O:16])=[CH:10][CH:9]=3)[CH:7]=[C:3]([CH2:2][S:33][C:27]3[C:26]([Cl:25])=[CH:31][CH:30]=[CH:29][C:28]=3[Cl:32])[N:4]=2)=[CH:19][CH:20]=1. (4) Given the reactants C([O:8][C:9](=[O:39])[CH2:10][NH:11][C:12]1[CH:17]=[C:16]([C:18]2[N:22]=[C:21]([CH3:23])[O:20][N:19]=2)[CH:15]=[CH:14][C:13]=1[CH2:24][NH:25][C:26](=[O:38])[C:27]1[CH:32]=[C:31]([O:33][CH3:34])[C:30]([CH3:35])=[C:29]([O:36][CH3:37])[CH:28]=1)C1C=CC=CC=1.[Li+].[OH-].Cl, predict the reaction product. The product is: [CH3:37][O:36][C:29]1[CH:28]=[C:27]([CH:32]=[C:31]([O:33][CH3:34])[C:30]=1[CH3:35])[C:26]([NH:25][CH2:24][C:13]1[CH:14]=[CH:15][C:16]([C:18]2[N:22]=[C:21]([CH3:23])[O:20][N:19]=2)=[CH:17][C:12]=1[NH:11][CH2:10][C:9]([OH:39])=[O:8])=[O:38].